Task: Regression. Given two drug SMILES strings and cell line genomic features, predict the synergy score measuring deviation from expected non-interaction effect.. Dataset: NCI-60 drug combinations with 297,098 pairs across 59 cell lines (1) Drug 1: CC1=C(C(=CC=C1)Cl)NC(=O)C2=CN=C(S2)NC3=CC(=NC(=N3)C)N4CCN(CC4)CCO. Drug 2: C1C(C(OC1N2C=NC3=C2NC=NCC3O)CO)O. Cell line: BT-549. Synergy scores: CSS=-0.591, Synergy_ZIP=-0.949, Synergy_Bliss=-0.899, Synergy_Loewe=-3.49, Synergy_HSA=-3.25. (2) Drug 1: C1CCN(CC1)CCOC2=CC=C(C=C2)C(=O)C3=C(SC4=C3C=CC(=C4)O)C5=CC=C(C=C5)O. Drug 2: CCCCC(=O)OCC(=O)C1(CC(C2=C(C1)C(=C3C(=C2O)C(=O)C4=C(C3=O)C=CC=C4OC)O)OC5CC(C(C(O5)C)O)NC(=O)C(F)(F)F)O. Cell line: HOP-92. Synergy scores: CSS=3.52, Synergy_ZIP=-1.86, Synergy_Bliss=-2.17, Synergy_Loewe=-2.01, Synergy_HSA=-1.33.